From a dataset of Reaction yield outcomes from USPTO patents with 853,638 reactions. Predict the reaction yield, written as a fraction of the theoretical maximum amount of product (1.0 means a 100% yield; for example, 0.34 means a 34% yield). The reactants are [NH:1]1[C:9]2[C:4](=[CH:5][C:6]([C:10]([OH:12])=O)=[CH:7][CH:8]=2)[CH:3]=[N:2]1.[CH2:13]1[C@H:22]2[C@H:17]([CH2:18][CH2:19][C:20]3[CH:26]=[CH:25][CH:24]=[CH:23][C:21]=32)[NH:16][CH2:15][CH2:14]1.F[P-](F)(F)(F)(F)F.N1(OC(N(C)C)=[N+](C)C)C2N=CC=CC=2N=N1. No catalyst specified. The product is [CH2:13]1[C@H:22]2[C@H:17]([CH2:18][CH2:19][C:20]3[CH:26]=[CH:25][CH:24]=[CH:23][C:21]=32)[N:16]([C:10]([C:6]2[CH:5]=[C:4]3[C:9](=[CH:8][CH:7]=2)[NH:1][N:2]=[CH:3]3)=[O:12])[CH2:15][CH2:14]1. The yield is 0.390.